The task is: Predict the reaction yield, written as a fraction of the theoretical maximum amount of product (1.0 means a 100% yield; for example, 0.34 means a 34% yield).. This data is from Reaction yield outcomes from USPTO patents with 853,638 reactions. (1) The reactants are [NH2:1][C@@H:2]([CH2:32][C:33]1[CH:38]=[C:37]([F:39])[CH:36]=[C:35]([F:40])[CH:34]=1)[C@H:3]([OH:31])[CH2:4][NH:5][CH:6]1[C:15]2[C:10](=[CH:11][CH:12]=[C:13]([CH2:16][C:17]([CH3:20])([CH3:19])[CH3:18])[CH:14]=2)[N:9]([C:21]([O:23][CH2:24][C:25]2[CH:30]=[CH:29][CH:28]=[CH:27][CH:26]=2)=[O:22])[CH2:8][CH2:7]1.[C:41](N(C(=O)C)OC)(=[O:43])[CH3:42]. The catalyst is ClCCl. The product is [C:41]([NH:1][C@@H:2]([CH2:32][C:33]1[CH:38]=[C:37]([F:39])[CH:36]=[C:35]([F:40])[CH:34]=1)[C@H:3]([OH:31])[CH2:4][NH:5][CH:6]1[C:15]2[C:10](=[CH:11][CH:12]=[C:13]([CH2:16][C:17]([CH3:20])([CH3:19])[CH3:18])[CH:14]=2)[N:9]([C:21]([O:23][CH2:24][C:25]2[CH:26]=[CH:27][CH:28]=[CH:29][CH:30]=2)=[O:22])[CH2:8][CH2:7]1)(=[O:43])[CH3:42]. The yield is 0.990. (2) The reactants are FC1[CH:24]=[CH:23][C:5]([CH2:6][N:7]2[CH2:11][CH2:10][N:9]([C:12]3[CH:13]=[C:14]([CH:19]=[CH:20][N:21]=3)[C:15]([O:17]C)=O)[C:8]2=[O:22])=CC=1.C1(CN2CCN(C3C=C(C=CN=3)C(OC)=O)C2=O)CC1.[N:45]1[CH:50]=[CH:49][CH:48]=[C:47]([CH2:51][NH2:52])[CH:46]=1. No catalyst specified. The product is [CH:5]1([CH2:6][N:7]2[CH2:11][CH2:10][N:9]([C:12]3[CH:13]=[C:14]([CH:19]=[CH:20][N:21]=3)[C:15]([NH:52][CH2:51][C:47]3[CH:46]=[N:45][CH:50]=[CH:49][CH:48]=3)=[O:17])[C:8]2=[O:22])[CH2:23][CH2:24]1. The yield is 0.460. (3) The yield is 0.650. The catalyst is ClCCl.CN(C)C1C=CN=CC=1.CCOC(C)=O.O. The product is [C:1]([NH:6][C:7]1[NH:8][C:9](=[O:32])[C:10]2[N:11]=[CH:12][N:13]([C@@H:16]3[O:21][C@H:20]([CH2:22][O:23][C:24](=[O:31])[C:25]4[CH:26]=[CH:27][CH:28]=[CH:29][CH:30]=4)[C@H:18]([N:45]=[N+:46]=[N-:47])[CH2:17]3)[C:14]=2[N:15]=1)(=[O:5])[CH:2]([CH3:4])[CH3:3]. The reactants are [C:1]([NH:6][C:7]1[NH:8][C:9](=[O:32])[C:10]2[N:11]=[CH:12][N:13]([C@@H:16]3[O:21][C@H:20]([CH2:22][O:23][C:24](=[O:31])[C:25]4[CH:30]=[CH:29][CH:28]=[CH:27][CH:26]=4)[C@H:18](O)[CH2:17]3)[C:14]=2[N:15]=1)(=[O:5])[CH:2]([CH3:4])[CH3:3].CCN(CC)CC.CS(Cl)(=O)=O.[N-:45]=[N+:46]=[N-:47].[Na+]. (4) The reactants are [N+:1]([C:4]1[CH:5]=[C:6]2[C:10](=[CH:11][CH:12]=1)[NH:9][CH2:8][CH2:7]2)([O-:3])=[O:2].C([O-])([O-])=O.[K+].[K+].Br[CH2:20][C:21]([O:23][CH2:24][C:25]1[CH:30]=[CH:29][CH:28]=[CH:27][CH:26]=1)=[O:22]. The catalyst is CN(C=O)C.C(OCC)(=O)C. The product is [N+:1]([C:4]1[CH:5]=[C:6]2[C:10](=[CH:11][CH:12]=1)[N:9]([CH2:20][C:21]([O:23][CH2:24][C:25]1[CH:30]=[CH:29][CH:28]=[CH:27][CH:26]=1)=[O:22])[CH2:8][CH2:7]2)([O-:3])=[O:2]. The yield is 0.410. (5) The reactants are [CH2:1]([C:3]1[N:7]([C:8]2[N:16]=[C:15]3[C:11]([N:12]=[C:13]([CH:18]=O)[N:14]3[CH3:17])=[C:10]([N:20]3[CH2:25][CH2:24][O:23][CH2:22][CH2:21]3)[N:9]=2)[C:6]2[CH:26]=[CH:27][CH:28]=[CH:29][C:5]=2[N:4]=1)[CH3:2].[O:30]1[CH2:35][CH2:34][CH:33]([CH:36]2[CH2:39][NH:38][CH2:37]2)[CH2:32][CH2:31]1.COC(OC)OC.C(O)(=O)C.C(O[BH-](OC(=O)C)OC(=O)C)(=O)C.[Na+]. The catalyst is ClCCCl. The product is [CH2:1]([C:3]1[N:7]([C:8]2[N:16]=[C:15]3[C:11]([N:12]=[C:13]([CH2:18][N:38]4[CH2:39][CH:36]([CH:33]5[CH2:34][CH2:35][O:30][CH2:31][CH2:32]5)[CH2:37]4)[N:14]3[CH3:17])=[C:10]([N:20]3[CH2:25][CH2:24][O:23][CH2:22][CH2:21]3)[N:9]=2)[C:6]2[CH:26]=[CH:27][CH:28]=[CH:29][C:5]=2[N:4]=1)[CH3:2]. The yield is 0.560. (6) The reactants are [CH:1]12[O:7][CH:4]([CH:5]=[CH:6]1)[CH2:3][CH:2]2[NH2:8].[C:9](O[C:9]([O:11][C:12]([CH3:15])([CH3:14])[CH3:13])=[O:10])([O:11][C:12]([CH3:15])([CH3:14])[CH3:13])=[O:10]. The catalyst is C1COCC1.CC#N. The product is [CH:1]12[O:7][CH:4]([CH:5]=[CH:6]1)[CH2:3][CH:2]2[NH:8][C:9](=[O:10])[O:11][C:12]([CH3:15])([CH3:14])[CH3:13]. The yield is 0.930. (7) The reactants are Br[CH:2]1[CH2:8][CH2:7][N:6]([CH2:9][CH:10]2[CH2:14][CH2:13][CH2:12][O:11]2)[C:5]2[N:15]([CH2:18][C:19]3[CH:24]=[CH:23][C:22]([O:25][CH3:26])=[CH:21][CH:20]=3)[N:16]=[CH:17][C:4]=2[C:3]1=O.[CH3:28][C:29]1[CH:34]=[CH:33][N:32]=[C:31]([NH:35][C:36]([NH2:38])=[S:37])[N:30]=1. The catalyst is CC(O)(C)C.CC(C)=O. The product is [CH3:26][O:25][C:22]1[CH:23]=[CH:24][C:19]([CH2:18][N:15]2[C:5]3[N:6]([CH2:9][CH:10]4[CH2:14][CH2:13][CH2:12][O:11]4)[CH2:7][CH2:8][C:2]4[S:37][C:36]([NH:35][C:31]5[N:30]=[C:29]([CH3:28])[CH:34]=[CH:33][N:32]=5)=[N:38][C:3]=4[C:4]=3[CH:17]=[N:16]2)=[CH:20][CH:21]=1. The yield is 0.710. (8) The reactants are [O:1]1[CH:5]=[CH:4][CH:3]=[C:2]1B(O)O.C(=O)([O-])[O-].[Na+].[Na+].Br[C:16]1[CH:36]=[CH:35][C:19]([O:20][C@@H:21]([CH2:27][CH2:28][C:29]2[CH:34]=[CH:33][CH:32]=[CH:31][CH:30]=2)[C:22]([O:24][CH2:25][CH3:26])=[O:23])=[CH:18][CH:17]=1. The catalyst is C(COC)OC.O.C1C=CC([P]([Pd]([P](C2C=CC=CC=2)(C2C=CC=CC=2)C2C=CC=CC=2)([P](C2C=CC=CC=2)(C2C=CC=CC=2)C2C=CC=CC=2)[P](C2C=CC=CC=2)(C2C=CC=CC=2)C2C=CC=CC=2)(C2C=CC=CC=2)C2C=CC=CC=2)=CC=1. The product is [O:1]1[CH:5]=[CH:4][CH:3]=[C:2]1[C:16]1[CH:36]=[CH:35][C:19]([O:20][C@@H:21]([CH2:27][CH2:28][C:29]2[CH:34]=[CH:33][CH:32]=[CH:31][CH:30]=2)[C:22]([O:24][CH2:25][CH3:26])=[O:23])=[CH:18][CH:17]=1. The yield is 0.680. (9) The reactants are [Si:1]([O:8][CH2:9][C:10]1[CH:15]=[CH:14][C:13]([C:16]#[C:17][C:18](=[O:30])[CH2:19][CH2:20]/[CH:21]=[CH:22]/[C:23]2[CH:28]=[CH:27][C:26]([Cl:29])=[CH:25][CH:24]=2)=[CH:12][CH:11]=1)([C:4]([CH3:7])([CH3:6])[CH3:5])([CH3:3])[CH3:2].CCOC(C)=O.CCCCCC. The catalyst is ClC1C=CC=CC=1Cl. The product is [Si:1]([O:8][CH2:9][C:10]1[CH:15]=[CH:14][C:13]([C:16]2[C:28]3[C:23](=[CH:24][CH:25]=[C:26]([Cl:29])[CH:27]=3)[CH:22]=[C:21]3[CH2:20][CH2:19][C:18](=[O:30])[C:17]=23)=[CH:12][CH:11]=1)([C:4]([CH3:6])([CH3:7])[CH3:5])([CH3:3])[CH3:2]. The yield is 1.00. (10) The catalyst is C1C=CC(/C=C/C(/C=C/C2C=CC=CC=2)=O)=CC=1.C1C=CC(/C=C/C(/C=C/C2C=CC=CC=2)=O)=CC=1.C1C=CC(/C=C/C(/C=C/C2C=CC=CC=2)=O)=CC=1.[Pd].[Pd].C1(C)C=CC=CC=1. The product is [F:26][C:27]1([F:33])[CH2:32][CH2:31][N:30]([C:2]2[S:10][C:9]3[C:8]([N:11]4[CH2:16][CH2:15][N:14]([C:17]([O:19][C:20]([CH3:23])([CH3:22])[CH3:21])=[O:18])[C:13]([CH3:25])([CH3:24])[CH2:12]4)=[N:7][CH:6]=[N:5][C:4]=3[CH:3]=2)[CH2:29][CH2:28]1. The reactants are Br[C:2]1[S:10][C:9]2[C:8]([N:11]3[CH2:16][CH2:15][N:14]([C:17]([O:19][C:20]([CH3:23])([CH3:22])[CH3:21])=[O:18])[C:13]([CH3:25])([CH3:24])[CH2:12]3)=[N:7][CH:6]=[N:5][C:4]=2[CH:3]=1.[F:26][C:27]1([F:33])[CH2:32][CH2:31][NH:30][CH2:29][CH2:28]1.C1(C2C3C(=CC=CC=3)C=CC=2P(C2C=CC=CC=2)C2C=CC=CC=2)C2C(=CC=CC=2)C=CC=1P(C1C=CC=CC=1)C1C=CC=CC=1.C(=O)([O-])[O-].[Cs+].[Cs+]. The yield is 0.856.